From a dataset of Catalyst prediction with 721,799 reactions and 888 catalyst types from USPTO. Predict which catalyst facilitates the given reaction. (1) Reactant: [Br:1]N1C(=O)CCC1=O.[NH2:9][C:10]1[N:11]=[C:12]([C:26]2[CH:31]=[CH:30][CH:29]=[CH:28][CH:27]=2)[C:13]([C:16]2[CH:17]=[CH:18][C:19](=[O:25])[N:20]([CH:22]([CH3:24])[CH3:23])[CH:21]=2)=[N:14][CH:15]=1.O.C(Cl)Cl. Product: [NH2:9][C:10]1[N:11]=[C:12]([C:26]2[CH:27]=[CH:28][CH:29]=[CH:30][CH:31]=2)[C:13]([C:16]2[CH:17]=[CH:18][C:19](=[O:25])[N:20]([CH:22]([CH3:24])[CH3:23])[CH:21]=2)=[N:14][C:15]=1[Br:1]. The catalyst class is: 3. (2) Reactant: Cl[C:2]1[N:7]=[C:6]2[O:8][C:9]([C:11]3[CH:16]=[CH:15][CH:14]=[CH:13][CH:12]=3)=[N:10][C:5]2=[CH:4][CH:3]=1.[NH:17]1[CH2:21][CH2:20][CH2:19][CH2:18]1. Product: [C:11]1([C:9]2[O:8][C:6]3[C:5]([N:10]=2)=[CH:4][CH:3]=[C:2]([N:17]2[CH2:21][CH2:20][CH2:19][CH2:18]2)[N:7]=3)[CH:16]=[CH:15][CH:14]=[CH:13][CH:12]=1. The catalyst class is: 9.